This data is from Peptide-MHC class I binding affinity with 185,985 pairs from IEDB/IMGT. The task is: Regression. Given a peptide amino acid sequence and an MHC pseudo amino acid sequence, predict their binding affinity value. This is MHC class I binding data. (1) The peptide sequence is CTELKLSDY. The MHC is HLA-B57:01 with pseudo-sequence HLA-B57:01. The binding affinity (normalized) is 0.0847. (2) The peptide sequence is DEVEFLGHY. The MHC is HLA-A11:01 with pseudo-sequence HLA-A11:01. The binding affinity (normalized) is 0. (3) The peptide sequence is KLKSLYNTV. The MHC is HLA-B15:01 with pseudo-sequence HLA-B15:01. The binding affinity (normalized) is 0.0847.